This data is from Forward reaction prediction with 1.9M reactions from USPTO patents (1976-2016). The task is: Predict the product of the given reaction. (1) Given the reactants [NH2:1][CH2:2][C@H:3]([C:5]1[CH:10]=[CH:9][C:8]([O:11][CH3:12])=[C:7]([O:13][CH3:14])[C:6]=1[C:15]([F:18])([F:17])[F:16])[OH:4].[CH:19](OCC)=[O:20], predict the reaction product. The product is: [CH3:14][O:13][C:7]1[C:6]([C:15]([F:16])([F:17])[F:18])=[C:5]([CH:3]([OH:4])[CH2:2][NH:1][CH:19]=[O:20])[CH:10]=[CH:9][C:8]=1[O:11][CH3:12]. (2) Given the reactants [F:1][C:2]([F:19])([F:18])[C@@H:3]([O:5][C:6](=O)[O:7]C1C=CC([N+]([O-])=O)=CC=1)[CH3:4].[CH3:20][S:21]([C:24]1[CH:29]=[CH:28][C:27]([C:30]2[CH:31]=[C:32]3[CH2:38][C@H:37]([CH:39]4[CH2:44][CH2:43][NH:42][CH2:41][CH2:40]4)[O:36][C:33]3=[CH:34][N:35]=2)=[CH:26][CH:25]=1)(=[O:23])=[O:22].C(N(CC)C(C)C)(C)C, predict the reaction product. The product is: [F:1][C:2]([F:19])([F:18])[C@@H:3]([O:5][C:6]([N:42]1[CH2:43][CH2:44][CH:39]([C@@H:37]2[O:36][C:33]3=[CH:34][N:35]=[C:30]([C:27]4[CH:28]=[CH:29][C:24]([S:21]([CH3:20])(=[O:22])=[O:23])=[CH:25][CH:26]=4)[CH:31]=[C:32]3[CH2:38]2)[CH2:40][CH2:41]1)=[O:7])[CH3:4]. (3) Given the reactants Cl[CH2:2][C:3]1[C:12]([C:13]2[CH:18]=[CH:17][CH:16]=[CH:15][C:14]=2[O:19][CH3:20])=[CH:11][CH:10]=[C:9]2[C:4]=1[C:5]([CH3:23])=[CH:6][C:7]([CH3:22])([CH3:21])[NH:8]2.[NH:24]1[CH2:28][CH2:27][CH2:26][CH2:25]1.C(=O)([O-])[O-].[K+].[K+], predict the reaction product. The product is: [CH3:20][O:19][C:14]1[CH:15]=[CH:16][CH:17]=[CH:18][C:13]=1[C:12]1[C:3]([CH2:2][N:24]2[CH2:28][CH2:27][CH2:26][CH2:25]2)=[C:4]2[C:9](=[CH:10][CH:11]=1)[NH:8][C:7]([CH3:22])([CH3:21])[CH:6]=[C:5]2[CH3:23]. (4) The product is: [ClH:11].[Cl:17][CH2:8][C:6]1[CH:7]=[C:2]([CH3:1])[N:3]=[C:4]([CH3:10])[CH:5]=1. Given the reactants [CH3:1][C:2]1[CH:7]=[C:6]([CH2:8]O)[CH:5]=[C:4]([CH3:10])[N:3]=1.[Cl:11]CCCl.S(Cl)([Cl:17])=O, predict the reaction product. (5) The product is: [C:1]([O:5][C:6]([NH:8][C@@H:9]1[CH2:13][CH2:12][C@H:11]([CH2:14][CH2:15][CH2:16][CH2:17][PH:18](=[O:22])[O:19][CH2:20][CH3:21])[CH2:10]1)=[O:7])([CH3:4])([CH3:3])[CH3:2]. Given the reactants [C:1]([O:5][C:6]([NH:8][CH:9]1[CH2:13][CH2:12][C:11]([CH2:14][CH2:15][CH2:16][CH2:17][PH:18](=[O:22])[O:19][CH2:20][CH3:21])=[CH:10]1)=[O:7])([CH3:4])([CH3:3])[CH3:2], predict the reaction product. (6) Given the reactants [CH3:1][N:2]([CH3:34])[C:3]1[C:12]2[C:7](=[CH:8][CH:9]=[CH:10][CH:11]=2)[C:6]([N:13]=[N:14][C:15]2[CH:20]=[CH:19][C:18]([N:21]=[N:22][C:23]3[C:32]4[C:27](=[CH:28][CH:29]=[CH:30][CH:31]=4)[C:26]([OH:33])=[CH:25][CH:24]=3)=[CH:17][CH:16]=2)=[CH:5][CH:4]=1.[C:35]([O:39][CH2:40][CH2:41][CH2:42][CH2:43][CH2:44][CH2:45]I)(=[O:38])[CH:36]=[CH2:37].C(=O)([O-])[O-].[K+].[K+], predict the reaction product. The product is: [CH3:1][N:2]([CH3:34])[C:3]1[C:12]2[C:7](=[CH:8][CH:9]=[CH:10][CH:11]=2)[C:6]([N:13]=[N:14][C:15]2[CH:20]=[CH:19][C:18]([N:21]=[N:22][C:23]3[C:32]4[C:27](=[CH:28][CH:29]=[CH:30][CH:31]=4)[C:26]([O:33][CH2:45][CH2:44][CH2:43][CH2:42][CH2:41][CH2:40][O:39][C:35](=[O:38])[CH:36]=[CH2:37])=[CH:25][CH:24]=3)=[CH:17][CH:16]=2)=[CH:5][CH:4]=1. (7) Given the reactants [CH3:1][N:2]1[CH2:7][CH2:6][N:5]([C:8]2[CH:9]=[C:10]([CH:13]=[CH:14][CH:15]=2)[CH:11]=O)[CH2:4][CH2:3]1.[C-]#N.[K+].C(=O)([O-])[O-].[NH4+].[NH4+].[OH-].[Na+].S(Cl)(Cl)=O.[C:39](O[C:39]([O:41][C:42](C)(C)C)=[O:40])([O:41][C:42](C)(C)C)=[O:40].C([N:48]([CH2:51]C)[CH2:49][CH3:50])C.[BH4-].[Na+].N[C:56]1[CH:61]=[CH:60]C(Br)=C[C:57]=1[NH2:63].[F-].[Cs+].[NH2:66][C@@H]1CCCC[C@@H]1N, predict the reaction product. The product is: [NH:48]1[C:49]2[CH:50]=[C:60]([N:66]3[C@@H:11]([C:10]4[CH:13]=[CH:14][CH:15]=[C:8]([N:5]5[CH2:6][CH2:7][N:2]([CH3:1])[CH2:3][CH2:4]5)[CH:9]=4)[CH2:42][O:41][C:39]3=[O:40])[CH:61]=[CH:56][C:57]=2[N:63]=[CH:51]1. (8) Given the reactants C(Cl)(=O)C(Cl)=O.[CH3:7][C:8]1[NH:9][C:10]2[C:15]([CH:16]=1)=[CH:14][C:13]([N+:17]([O-:19])=[O:18])=[CH:12][CH:11]=2.C1(=O)[NH:24][C:23](=O)[C:22]2=CC=CC=C12.NC(=O)C(C1C2C(=CC=C([N+]([O-])=O)C=2)NC=1)=O.B.C1COCC1.C(=O)(O)[O-].[Na+], predict the reaction product. The product is: [CH3:7][C:8]1[NH:9][C:10]2[C:15]([C:16]=1[CH2:22][CH2:23][NH2:24])=[CH:14][C:13]([N+:17]([O-:19])=[O:18])=[CH:12][CH:11]=2.